From a dataset of Catalyst prediction with 721,799 reactions and 888 catalyst types from USPTO. Predict which catalyst facilitates the given reaction. (1) Reactant: [CH:1]1([N:6]2[C:10](=[O:11])[C:9]([O:12][CH3:13])=[C:8]([CH3:14])[N:7]2[CH3:15])[CH2:5][CH2:4][CH2:3][CH2:2]1.[Br:16]N1C(=O)CCC1=O. Product: [Br:16][CH2:14][C:8]1[N:7]([CH3:15])[N:6]([CH:1]2[CH2:2][CH2:3][CH2:4][CH2:5]2)[C:10](=[O:11])[C:9]=1[O:12][CH3:13]. The catalyst class is: 53. (2) Reactant: C([O:8][CH2:9][CH:10]1[O:15][CH2:14][CH2:13][N:12]([C:16]([CH3:19])([CH3:18])[CH3:17])[CH2:11]1)C1C=CC=CC=1. Product: [C:16]([N:12]1[CH2:13][CH2:14][O:15][CH:10]([CH2:9][OH:8])[CH2:11]1)([CH3:19])([CH3:18])[CH3:17]. The catalyst class is: 63. (3) Reactant: [CH2:1]1[O:12][CH:4]([C:5]2[CH:10]=[CH:9][CH:8]=[C:7]([NH2:11])[CH:6]=2)[O:3][CH2:2]1.[F:13][C:14]([F:25])([F:24])[C:15]1[CH:20]=[CH:19][C:18]([N:21]=[C:22]=[O:23])=[CH:17][CH:16]=1. Product: [O:12]1[CH2:1][CH2:2][O:3][CH:4]1[C:5]1[CH:6]=[C:7]([NH:11][C:22]([NH:21][C:18]2[CH:17]=[CH:16][C:15]([C:14]([F:13])([F:24])[F:25])=[CH:20][CH:19]=2)=[O:23])[CH:8]=[CH:9][CH:10]=1. The catalyst class is: 134. (4) Reactant: [S:1](Cl)([C:4]1[CH:10]=[CH:9][C:7]([CH3:8])=[CH:6][CH:5]=1)(=[O:3])=[O:2].[OH:12][CH:13]([CH2:16][N:17]=[N+:18]=[N-:19])[CH2:14]O.C(N(CC)CC)C. Product: [OH:12][CH:13]([CH2:16][N:17]=[N+:18]=[N-:19])[CH3:14].[S:1]([C:4]1[CH:10]=[CH:9][C:7]([CH3:8])=[CH:6][CH:5]=1)([O-:12])(=[O:3])=[O:2]. The catalyst class is: 34. (5) Reactant: [CH3:1][C:2]1[CH:32]=[CH:31][C:5]([C:6]([NH:8][C:9]2[CH:30]=[CH:29][C:12]([CH2:13][N:14]3[C:22]4[C:17](=[CH:18][CH:19]=[CH:20][CH:21]=4)[C:16]([CH2:23][C:24]([O:26]CC)=[O:25])=[N:15]3)=[CH:11][CH:10]=2)=[O:7])=[CH:4][N:3]=1.O.[OH-].[Li+].O.Cl. Product: [CH3:1][C:2]1[CH:32]=[CH:31][C:5]([C:6]([NH:8][C:9]2[CH:10]=[CH:11][C:12]([CH2:13][N:14]3[C:22]4[C:17](=[CH:18][CH:19]=[CH:20][CH:21]=4)[C:16]([CH2:23][C:24]([OH:26])=[O:25])=[N:15]3)=[CH:29][CH:30]=2)=[O:7])=[CH:4][N:3]=1. The catalyst class is: 7. (6) The catalyst class is: 9. Reactant: C([N:4](CC)C(C)C)(C)C.F[P-](F)(F)(F)(F)F.N1(OC(N(C)C)=[N+](C)C)C2N=CC=CC=2N=N1.[CH3:34][C:35]([O:38][C:39]([C:41]1[CH:49]=[CH:48][C:44]([C:45](O)=[O:46])=[C:43]([N+:50]([O-:52])=[O:51])[CH:42]=1)=[O:40])([CH3:37])[CH3:36]. Product: [NH2:4][C:45]([C:44]1[CH:48]=[CH:49][C:41]([C:39]([O:38][C:35]([CH3:37])([CH3:36])[CH3:34])=[O:40])=[CH:42][C:43]=1[N+:50]([O-:52])=[O:51])=[O:46]. (7) Reactant: [NH:1]1[CH2:6][CH2:5][CH:4]([N:7]2[C:15]3[C:10](=[N:11][CH:12]=[CH:13][CH:14]=3)[NH:9][C:8]2=[O:16])[CH2:3][CH2:2]1.Cl[C:18]1[CH:23]=[C:22]([C:24]([C:26]2[CH:36]=[C:35]([CH3:37])[C:29]3[N:30]([CH3:34])[C:31](=[O:33])[O:32][C:28]=3[CH:27]=2)=[O:25])[C:21]([CH3:38])=[CH:20][N:19]=1. Product: [CH3:34][N:30]1[C:29]2[C:35]([CH3:37])=[CH:36][C:26]([C:24]([C:22]3[C:21]([CH3:38])=[CH:20][N:19]=[C:18]([N:1]4[CH2:2][CH2:3][CH:4]([N:7]5[C:15]6[C:10](=[N:11][CH:12]=[CH:13][CH:14]=6)[NH:9][C:8]5=[O:16])[CH2:5][CH2:6]4)[CH:23]=3)=[O:25])=[CH:27][C:28]=2[O:32][C:31]1=[O:33]. The catalyst class is: 3. (8) Reactant: [OH:1][C:2]1[CH:3]=[C:4]2[C:9](=[CH:10][CH:11]=1)[CH2:8][CH:7]([N:12]1[C:20](=[O:21])[C:19]3[C:14](=[CH:15][CH:16]=[CH:17][CH:18]=3)[C:13]1=[O:22])[CH2:6][CH2:5]2.[N:23]12[CH2:30][CH2:30][N:23]([CH2:28][CH2:28]1)[CH2:24][CH2:24]2.CN(NC(Cl)=[S:36])C. Product: [O:22]=[C:13]1[C:14]2[C:19](=[CH:18][CH:17]=[CH:16][CH:15]=2)[C:20](=[O:21])[N:12]1[CH:7]1[CH2:6][CH2:5][C:4]2[CH:3]=[C:2]([O:1][C:24](=[S:36])[N:23]([CH3:30])[CH3:28])[CH:11]=[CH:10][C:9]=2[CH2:8]1. The catalyst class is: 3.